Task: Predict which catalyst facilitates the given reaction.. Dataset: Catalyst prediction with 721,799 reactions and 888 catalyst types from USPTO (1) The catalyst class is: 219. Reactant: N(C(OCC)=O)=NC(OCC)=O.P([N:29]=[N+:30]=[N-:31])(=O)(OC1C=CC=CC=1)OC1C=CC=CC=1.CO[O:34][CH2:35][C@@H:36]1[O:40][C@:39](C(C2C=CC=CC=2)(C2C=CC=CC=2)C2C=CC=CC=2)([N:41]2[CH:49]=[C:47]([CH3:48])[C:45](=[O:46])[NH:44][C:42]2=[O:43])[CH2:38][C@@H:37]1O.C1(P(C2C=CC=CC=2)C2C=CC=CC=2)C=CC=CC=1. Product: [CH3:48][C:47]1[C:45](=[O:46])[NH:44][C:42](=[O:43])[N:41]([C@H:39]2[O:40][C@@H:36]([CH2:35][OH:34])[C@H:37]([N:29]=[N+:30]=[N-:31])[CH2:38]2)[CH:49]=1. (2) Reactant: C([Mg][Br:4])C.I[C:6]1[CH:7]=[N:8][CH:9]=[CH:10][CH:11]=1.Br[C:13]1[S:17][C:16]2=[C:18]([CH:21]=[O:22])N=[CH:20][N:15]2[CH:14]=1.[Cl-].[NH4+:24]. Product: [Br:4][C:16]1[S:17][C:13]2=[C:14]([C:6]3[CH:7]=[N:8][CH:9]=[CH:10][CH:11]=3)[N:15]=[CH:20][N:24]2[C:18]=1[CH2:21][OH:22]. The catalyst class is: 7. (3) Reactant: [Cl:1][C:2]1[CH:7]=[CH:6][C:5]([CH2:8][C@@H:9]([NH:30]C(OC(C)(C)C)=O)[C:10](=[O:29])[N:11]2[CH2:16][CH2:15][CH:14]([C:17]3[CH:22]=[CH:21][CH:20]=[CH:19][C:18]=3[N:23]3[CH:27]=[CH:26][NH:25][C:24]3=[O:28])[CH2:13][CH2:12]2)=[CH:4][CH:3]=1.Cl.[C:39]([N:46]1[CH2:49][CH:48]([C:50]([OH:52])=O)[CH2:47]1)([O:41][C:42]([CH3:45])([CH3:44])[CH3:43])=[O:40].C(Cl)CCl.C1C=CC2N(O)N=NC=2C=1. The catalyst class is: 795. Product: [Cl:1][C:2]1[CH:7]=[CH:6][C:5]([CH2:8][C@@H:9]([NH:30][C:50]([CH:48]2[CH2:47][N:46]([C:39]([O:41][C:42]([CH3:43])([CH3:44])[CH3:45])=[O:40])[CH2:49]2)=[O:52])[C:10](=[O:29])[N:11]2[CH2:12][CH2:13][CH:14]([C:17]3[CH:22]=[CH:21][CH:20]=[CH:19][C:18]=3[N:23]3[CH:27]=[CH:26][NH:25][C:24]3=[O:28])[CH2:15][CH2:16]2)=[CH:4][CH:3]=1. (4) Reactant: [NH2:1][C:2]1[S:3][CH:4]=[CH:5][N:6]=1.[S-:7][C:8]#[N:9].[Na+].BrBr.[Br-].[Na+]. Product: [NH2:1][C:2]1[S:3][C:4]([S:7][C:8]#[N:9])=[CH:5][N:6]=1. The catalyst class is: 5. (5) Reactant: [I:1][C:2]1[C:10]2[C:5](=[N:6][CH:7]=[N:8][C:9]=2[NH2:11])[NH:4][N:3]=1.[O:12]1[CH:17]=[CH:16][CH2:15][CH2:14][CH2:13]1.[OH2:18].[CH3:19][C:20]1C=C[C:23](S(O)(=O)=O)=[CH:22][CH:21]=1. Product: [I:1][C:2]1[C:10]2[C:5](=[N:6][CH:7]=[N:8][C:9]=2[NH:11][CH:17]2[CH2:16][CH2:15][CH2:14][CH2:13][O:12]2)[N:4]([CH:23]2[CH2:22][CH2:21][CH2:20][CH2:19][O:18]2)[N:3]=1. The catalyst class is: 3. (6) Reactant: [CH:1]([NH:4][C:5]1[CH:10]=[CH:9][CH:8]=[CH:7][C:6]=1[NH2:11])([CH3:3])[CH3:2].[S:12](N)(N)(=[O:14])=[O:13]. Product: [CH:1]([N:4]1[C:5]2[CH:10]=[CH:9][CH:8]=[CH:7][C:6]=2[NH:11][S:12]1(=[O:14])=[O:13])([CH3:3])[CH3:2]. The catalyst class is: 17.